Dataset: Full USPTO retrosynthesis dataset with 1.9M reactions from patents (1976-2016). Task: Predict the reactants needed to synthesize the given product. (1) Given the product [NH2:6][C:3](=[C:2]([N:1]=[CH:14][C:15]1[CH:22]=[CH:21][C:18]([CH3:19])=[CH:17][CH:16]=1)[C:7]#[N:8])[C:4]#[N:5], predict the reactants needed to synthesize it. The reactants are: [NH2:1]/[C:2](/[C:7]#[N:8])=[C:3](\[NH2:6])/[C:4]#[N:5].S(=O)(=O)(O)O.[CH3:14][C:15]1[CH:22]=[CH:21][C:18]([CH:19]=O)=[CH:17][CH:16]=1. (2) Given the product [OH:27][C:25]([CH3:28])([CH3:26])[C@H:24]([NH:23][C:11]([C:10]1[C:4]2[C:5](=[N:6][CH:7]=[C:2]([Br:1])[N:3]=2)[N:8]([CH2:14][O:15][CH2:16][CH2:17][Si:18]([CH3:21])([CH3:20])[CH3:19])[CH:9]=1)=[O:13])[CH3:29], predict the reactants needed to synthesize it. The reactants are: [Br:1][C:2]1[N:3]=[C:4]2[C:10]([C:11]([OH:13])=O)=[CH:9][N:8]([CH2:14][O:15][CH2:16][CH2:17][Si:18]([CH3:21])([CH3:20])[CH3:19])[C:5]2=[N:6][CH:7]=1.Cl.[NH2:23][C@H:24]([CH3:29])[C:25]([CH3:28])([OH:27])[CH3:26].C(Cl)CCl.C1C=CC2N(O)N=NC=2C=1.CCN(C(C)C)C(C)C. (3) Given the product [CH3:1][O:2][C:3](=[O:18])[C:4]1[CH:5]=[CH:6][C:7]([O:10][C:11]2[CH:16]=[CH:15][C:14]([NH:17][CH:20]3[CH2:25][CH2:24][N:23]([C@H:26]([CH3:30])[CH2:27][CH2:28][NH2:29])[CH2:22][CH2:21]3)=[CH:13][CH:12]=2)=[CH:8][CH:9]=1, predict the reactants needed to synthesize it. The reactants are: [CH3:1][O:2][C:3](=[O:18])[C:4]1[CH:9]=[CH:8][C:7]([O:10][C:11]2[CH:16]=[CH:15][C:14]([NH2:17])=[CH:13][CH:12]=2)=[CH:6][CH:5]=1.O=[C:20]1[CH2:25][CH2:24][N:23]([C@H:26]([CH3:30])[CH2:27][C:28]#[N:29])[CH2:22][CH2:21]1.[C-]#N.[Na+].